This data is from NCI-60 drug combinations with 297,098 pairs across 59 cell lines. The task is: Regression. Given two drug SMILES strings and cell line genomic features, predict the synergy score measuring deviation from expected non-interaction effect. (1) Drug 1: CCC1=CC2CC(C3=C(CN(C2)C1)C4=CC=CC=C4N3)(C5=C(C=C6C(=C5)C78CCN9C7C(C=CC9)(C(C(C8N6C)(C(=O)OC)O)OC(=O)C)CC)OC)C(=O)OC.C(C(C(=O)O)O)(C(=O)O)O. Drug 2: CN1C(=O)N2C=NC(=C2N=N1)C(=O)N. Cell line: MDA-MB-435. Synergy scores: CSS=55.8, Synergy_ZIP=6.18, Synergy_Bliss=6.07, Synergy_Loewe=-34.4, Synergy_HSA=2.84. (2) Drug 1: CC1=C2C(C(=O)C3(C(CC4C(C3C(C(C2(C)C)(CC1OC(=O)C(C(C5=CC=CC=C5)NC(=O)OC(C)(C)C)O)O)OC(=O)C6=CC=CC=C6)(CO4)OC(=O)C)O)C)O. Drug 2: C(CC(=O)O)C(=O)CN.Cl. Cell line: OVCAR-5. Synergy scores: CSS=44.9, Synergy_ZIP=-1.12, Synergy_Bliss=-1.73, Synergy_Loewe=-25.6, Synergy_HSA=0.369. (3) Drug 1: C1=NC(=NC(=O)N1C2C(C(C(O2)CO)O)O)N. Drug 2: CCC1(C2=C(COC1=O)C(=O)N3CC4=CC5=C(C=CC(=C5CN(C)C)O)N=C4C3=C2)O.Cl. Cell line: BT-549. Synergy scores: CSS=37.8, Synergy_ZIP=-10.9, Synergy_Bliss=-1.93, Synergy_Loewe=1.81, Synergy_HSA=3.67. (4) Drug 1: COC1=CC(=CC(=C1O)OC)C2C3C(COC3=O)C(C4=CC5=C(C=C24)OCO5)OC6C(C(C7C(O6)COC(O7)C8=CC=CS8)O)O. Drug 2: CC1C(C(CC(O1)OC2CC(CC3=C2C(=C4C(=C3O)C(=O)C5=C(C4=O)C(=CC=C5)OC)O)(C(=O)C)O)N)O.Cl. Cell line: MALME-3M. Synergy scores: CSS=47.1, Synergy_ZIP=-4.07, Synergy_Bliss=5.57, Synergy_Loewe=5.61, Synergy_HSA=6.39. (5) Drug 1: CC1=C2C(C(=O)C3(C(CC4C(C3C(C(C2(C)C)(CC1OC(=O)C(C(C5=CC=CC=C5)NC(=O)OC(C)(C)C)O)O)OC(=O)C6=CC=CC=C6)(CO4)OC(=O)C)O)C)O. Drug 2: CC1C(C(CC(O1)OC2CC(CC3=C2C(=C4C(=C3O)C(=O)C5=C(C4=O)C(=CC=C5)OC)O)(C(=O)CO)O)N)O.Cl. Cell line: MDA-MB-231. Synergy scores: CSS=20.7, Synergy_ZIP=-6.20, Synergy_Bliss=-7.94, Synergy_Loewe=-6.68, Synergy_HSA=-5.95. (6) Cell line: SK-MEL-5. Drug 2: C1CNP(=O)(OC1)N(CCCl)CCCl. Drug 1: C1CN1C2=NC(=NC(=N2)N3CC3)N4CC4. Synergy scores: CSS=30.6, Synergy_ZIP=-0.697, Synergy_Bliss=-0.553, Synergy_Loewe=-42.8, Synergy_HSA=-1.22. (7) Drug 1: CCN(CC)CCNC(=O)C1=C(NC(=C1C)C=C2C3=C(C=CC(=C3)F)NC2=O)C. Drug 2: CCC1(C2=C(COC1=O)C(=O)N3CC4=CC5=C(C=CC(=C5CN(C)C)O)N=C4C3=C2)O. Cell line: HCT116. Synergy scores: CSS=78.3, Synergy_ZIP=2.83, Synergy_Bliss=1.64, Synergy_Loewe=0.263, Synergy_HSA=7.84. (8) Drug 1: CC1=CC2C(CCC3(C2CCC3(C(=O)C)OC(=O)C)C)C4(C1=CC(=O)CC4)C. Drug 2: C1=NC2=C(N=C(N=C2N1C3C(C(C(O3)CO)O)O)F)N. Cell line: NCI-H460. Synergy scores: CSS=-5.53, Synergy_ZIP=-0.131, Synergy_Bliss=-7.30, Synergy_Loewe=-6.76, Synergy_HSA=-7.86. (9) Drug 1: C1CC(=O)NC(=O)C1N2CC3=C(C2=O)C=CC=C3N. Drug 2: C1=CN(C(=O)N=C1N)C2C(C(C(O2)CO)O)O.Cl. Cell line: M14. Synergy scores: CSS=21.6, Synergy_ZIP=-9.23, Synergy_Bliss=-0.843, Synergy_Loewe=-11.4, Synergy_HSA=-0.668. (10) Drug 1: CC1=CC2C(CCC3(C2CCC3(C(=O)C)OC(=O)C)C)C4(C1=CC(=O)CC4)C. Drug 2: C1=CN(C(=O)N=C1N)C2C(C(C(O2)CO)O)O.Cl. Cell line: UO-31. Synergy scores: CSS=17.7, Synergy_ZIP=-5.70, Synergy_Bliss=-1.79, Synergy_Loewe=-20.4, Synergy_HSA=-0.945.